Dataset: Catalyst prediction with 721,799 reactions and 888 catalyst types from USPTO. Task: Predict which catalyst facilitates the given reaction. (1) Product: [C:54]1([C:69]2[CH:70]=[CH:71][CH:72]=[CH:73][CH:74]=2)[CH:59]=[CH:58][C:57]([CH:60]([N:67]([CH3:68])[C:11](=[O:13])[CH2:10][N:6]2[C:5]3[CH:14]=[C:15]([O:16][CH3:17])[C:2]([CH3:1])=[CH:3][C:4]=3[O:8][C:7]2=[O:9])[CH2:61][N:62]2[CH2:66][CH2:65][CH2:64][CH2:63]2)=[CH:56][CH:55]=1. The catalyst class is: 2. Reactant: [CH3:1][C:2]1[C:15]([O:16][CH3:17])=[CH:14][C:5]2[N:6]([CH2:10][C:11]([OH:13])=O)[C:7](=[O:9])[O:8][C:4]=2[CH:3]=1.CN([P+](ON1N=NC2C=CC=CC1=2)(N(C)C)N(C)C)C.F[P-](F)(F)(F)(F)F.C(N(C(C)C)CC)(C)C.[C:54]1([C:69]2[CH:74]=[CH:73][CH:72]=[CH:71][CH:70]=2)[CH:59]=[CH:58][C:57]([CH:60]([NH:67][CH3:68])[CH2:61][N:62]2[CH2:66][CH2:65][CH2:64][CH2:63]2)=[CH:56][CH:55]=1. (2) Reactant: [ClH:1].[NH:2]1[CH2:6][CH2:5][C:4]2([CH:15]=[CH:14][C:13]3[C:8](=[CH:9][CH:10]=[CH:11][CH:12]=3)[O:7]2)[CH2:3]1. Product: [ClH:1].[NH:2]1[CH2:6][CH2:5][C:4]2([CH2:15][CH2:14][C:13]3[C:8](=[CH:9][CH:10]=[CH:11][CH:12]=3)[O:7]2)[CH2:3]1. The catalyst class is: 129. (3) Reactant: [Cl:1][C:2]1[CH:10]=[CH:9][C:5]([C:6]([OH:8])=O)=[CH:4][C:3]=1[CH3:11].[Li][CH3:13].Cl. Product: [Cl:1][C:2]1[CH:10]=[CH:9][C:5]([C:6](=[O:8])[CH3:13])=[CH:4][C:3]=1[CH3:11]. The catalyst class is: 1. (4) Product: [C:1]([O:5][C:6](=[O:27])[NH:7][C:8]1[S:9][C@:10]2([CH2:25][O:26][CH2:61][C:60]([F:64])([F:63])[F:59])[C@H:12]([C@:13]([C:17]3[CH:22]=[C:21]([Br:23])[CH:20]=[CH:19][C:18]=3[F:24])([CH2:15][F:16])[N:14]=1)[CH2:11]2)([CH3:4])([CH3:2])[CH3:3]. The catalyst class is: 11. Reactant: [C:1]([O:5][C:6](=[O:27])[NH:7][C:8]1[S:9][C@:10]2([CH2:25][OH:26])[C@H:12]([C@:13]([C:17]3[CH:22]=[C:21]([Br:23])[CH:20]=[CH:19][C:18]=3[F:24])([CH2:15][F:16])[N:14]=1)[CH2:11]2)([CH3:4])([CH3:3])[CH3:2].N(/C(N1CCCCC1)=O)=N\C(N1CCCCC1)=O.C(P(CCCC)CCCC)CCC.[F:59][C:60]([F:64])([F:63])[CH2:61]O. (5) Reactant: [CH3:1][O:2][C:3]1[N:7]([C:8]2[CH:13]=[CH:12][C:11]([C:14](=[O:23])[NH:15][CH2:16][CH:17]3[CH2:22][CH2:21][O:20][CH2:19][CH2:18]3)=[CH:10][N:9]=2)[N:6]=[CH:5][C:4]=1C(O)=O.C(=O)(O)[O-].[Na+].[Br:32]N1C(=O)CCC1=O. Product: [Br:32][C:4]1[CH:5]=[N:6][N:7]([C:8]2[CH:13]=[CH:12][C:11]([C:14]([NH:15][CH2:16][CH:17]3[CH2:22][CH2:21][O:20][CH2:19][CH2:18]3)=[O:23])=[CH:10][N:9]=2)[C:3]=1[O:2][CH3:1]. The catalyst class is: 18. (6) Reactant: [C:1]1([CH2:7][C:8]([N:10]2[CH2:15][CH2:14][N:13](C(OC(C)(C)C)=O)[CH2:12][CH2:11]2)=[O:9])[CH:6]=[CH:5][CH:4]=[CH:3][CH:2]=1.FC(F)(F)C(O)=O. Product: [C:1]1([CH2:7][C:8]([N:10]2[CH2:11][CH2:12][NH:13][CH2:14][CH2:15]2)=[O:9])[CH:6]=[CH:5][CH:4]=[CH:3][CH:2]=1. The catalyst class is: 4.